Dataset: NCI-60 drug combinations with 297,098 pairs across 59 cell lines. Task: Regression. Given two drug SMILES strings and cell line genomic features, predict the synergy score measuring deviation from expected non-interaction effect. (1) Drug 1: C1C(C(OC1N2C=C(C(=O)NC2=O)F)CO)O. Drug 2: CCN(CC)CCNC(=O)C1=C(NC(=C1C)C=C2C3=C(C=CC(=C3)F)NC2=O)C. Cell line: SNB-75. Synergy scores: CSS=6.53, Synergy_ZIP=-2.06, Synergy_Bliss=-1.45, Synergy_Loewe=-9.59, Synergy_HSA=-3.37. (2) Drug 1: CC1=CC2C(CCC3(C2CCC3(C(=O)C)OC(=O)C)C)C4(C1=CC(=O)CC4)C. Drug 2: CC1C(C(=O)NC(C(=O)N2CCCC2C(=O)N(CC(=O)N(C(C(=O)O1)C(C)C)C)C)C(C)C)NC(=O)C3=C4C(=C(C=C3)C)OC5=C(C(=O)C(=C(C5=N4)C(=O)NC6C(OC(=O)C(N(C(=O)CN(C(=O)C7CCCN7C(=O)C(NC6=O)C(C)C)C)C)C(C)C)C)N)C. Cell line: A498. Synergy scores: CSS=18.9, Synergy_ZIP=3.71, Synergy_Bliss=9.20, Synergy_Loewe=8.38, Synergy_HSA=8.38. (3) Drug 1: CS(=O)(=O)CCNCC1=CC=C(O1)C2=CC3=C(C=C2)N=CN=C3NC4=CC(=C(C=C4)OCC5=CC(=CC=C5)F)Cl. Drug 2: CC1C(C(CC(O1)OC2CC(CC3=C2C(=C4C(=C3O)C(=O)C5=C(C4=O)C(=CC=C5)OC)O)(C(=O)CO)O)N)O.Cl. Cell line: K-562. Synergy scores: CSS=30.2, Synergy_ZIP=5.79, Synergy_Bliss=4.02, Synergy_Loewe=-27.8, Synergy_HSA=-5.49. (4) Drug 1: CN1CCC(CC1)COC2=C(C=C3C(=C2)N=CN=C3NC4=C(C=C(C=C4)Br)F)OC. Drug 2: C1CCN(CC1)CCOC2=CC=C(C=C2)C(=O)C3=C(SC4=C3C=CC(=C4)O)C5=CC=C(C=C5)O. Cell line: HL-60(TB). Synergy scores: CSS=-3.47, Synergy_ZIP=9.85, Synergy_Bliss=16.1, Synergy_Loewe=8.44, Synergy_HSA=7.07. (5) Drug 1: C1C(C(OC1N2C=NC3=C(N=C(N=C32)Cl)N)CO)O. Drug 2: CC1C(C(CC(O1)OC2CC(CC3=C2C(=C4C(=C3O)C(=O)C5=CC=CC=C5C4=O)O)(C(=O)C)O)N)O. Cell line: IGROV1. Synergy scores: CSS=39.9, Synergy_ZIP=-3.54, Synergy_Bliss=-4.04, Synergy_Loewe=-23.6, Synergy_HSA=-3.79.